This data is from NCI-60 drug combinations with 297,098 pairs across 59 cell lines. The task is: Regression. Given two drug SMILES strings and cell line genomic features, predict the synergy score measuring deviation from expected non-interaction effect. Drug 1: C1=NC2=C(N=C(N=C2N1C3C(C(C(O3)CO)O)O)F)N. Drug 2: C(CC(=O)O)C(=O)CN.Cl. Cell line: UACC62. Synergy scores: CSS=-0.141, Synergy_ZIP=1.83, Synergy_Bliss=2.52, Synergy_Loewe=1.53, Synergy_HSA=-0.739.